Dataset: Catalyst prediction with 721,799 reactions and 888 catalyst types from USPTO. Task: Predict which catalyst facilitates the given reaction. (1) Reactant: [Cl:1][C:2]1[C:3]([CH:9](C(OCC)=O)[C:10]([O:12][CH2:13][CH3:14])=[O:11])=[N:4][CH:5]=[C:6]([Cl:8])[CH:7]=1.CS(C)=O.[Cl-].[Na+]. The catalyst class is: 6. Product: [Cl:1][C:2]1[C:3]([CH2:9][C:10]([O:12][CH2:13][CH3:14])=[O:11])=[N:4][CH:5]=[C:6]([Cl:8])[CH:7]=1. (2) Reactant: C([O:8][C:9]([C:11]1([NH:17][C:18]([O:20][CH:21]2[CH2:26][CH2:25][N:24]([C:27]([O:29][CH3:30])=[O:28])[CH2:23][CH2:22]2)=[O:19])[CH2:16][CH2:15][CH2:14][CH2:13][CH2:12]1)=[O:10])C1C=CC=CC=1. Product: [CH3:30][O:29][C:27]([N:24]1[CH2:23][CH2:22][CH:21]([O:20][C:18]([NH:17][C:11]2([C:9]([OH:10])=[O:8])[CH2:12][CH2:13][CH2:14][CH2:15][CH2:16]2)=[O:19])[CH2:26][CH2:25]1)=[O:28]. The catalyst class is: 849. (3) Reactant: C(=O)(O)[O-].[Na+].[Br:6]N1C(=O)CCC1=O.[C:14]([O:18][C:19]([N:21]1[CH2:26][CH2:25][N:24]([C:27]2[C:32]3[N:33]([CH2:38][C:39]#[C:40][CH3:41])[C:34](=[O:37])[N:35]([CH3:36])[C:31]=3[CH:30]=[CH:29][N:28]=2)[CH2:23][CH2:22]1)=[O:20])([CH3:17])([CH3:16])[CH3:15].C(OCC)(=O)C. Product: [C:14]([O:18][C:19]([N:21]1[CH2:22][CH2:23][N:24]([C:27]2[C:32]3[N:33]([CH2:38][C:39]#[C:40][CH3:41])[C:34](=[O:37])[N:35]([CH3:36])[C:31]=3[C:30]([Br:6])=[CH:29][N:28]=2)[CH2:25][CH2:26]1)=[O:20])([CH3:17])([CH3:16])[CH3:15]. The catalyst class is: 35. (4) Reactant: [S-:1][C:2]#[N:3].[K+].[CH:5]1[C:17]2[CH:16]([CH2:18][O:19][C:20](Cl)=[O:21])[C:15]3[C:10](=[CH:11][CH:12]=[CH:13][CH:14]=3)[C:9]=2[CH:8]=[CH:7][CH:6]=1.[NH3:23].C(O)C. Product: [C:20]([NH:3][C:2]([NH2:23])=[S:1])([O:19][CH2:18][CH:16]1[C:15]2[C:10](=[CH:11][CH:12]=[CH:13][CH:14]=2)[C:9]2[C:17]1=[CH:5][CH:6]=[CH:7][CH:8]=2)=[O:21]. The catalyst class is: 13. (5) Reactant: [NH2:1][C:2]1[CH:7]=[C:6]([C:8]2([CH3:20])[CH:13]3[CH:9]2[CH2:10][N:11]([CH2:14][CH2:15][CH2:16][CH2:17][CH2:18][CH3:19])[CH2:12]3)[CH:5]=[CH:4][C:3]=1[NH2:21].[OH-].[Na+].[CH:24](O)=O. Product: [NH3:1].[CH2:14]([N:11]1[CH2:10][CH:9]2[CH:13]([C:8]2([C:6]2[CH:5]=[CH:4][C:3]3[NH:21][CH:24]=[N:1][C:2]=3[CH:7]=2)[CH3:20])[CH2:12]1)[CH2:15][CH2:16][CH2:17][CH2:18][CH3:19]. The catalyst class is: 6.